Dataset: Full USPTO retrosynthesis dataset with 1.9M reactions from patents (1976-2016). Task: Predict the reactants needed to synthesize the given product. (1) The reactants are: [CH3:1][O:2][C:3](=[O:12])[C:4]1[CH:9]=[CH:8][C:7](Cl)=[C:6]([NH2:11])[CH:5]=1.[CH:13]1([C:18]#[C:19][C:20]2[CH:25]=[CH:24][CH:23]=[CH:22][N:21]=2)[CH2:17][CH2:16][CH2:15][CH2:14]1.[C:26]([O-])([O-])=O.[K+].[K+]. Given the product [CH3:1][O:2][C:3]([C:4]1[CH:5]=[C:6]2[C:7]([C:18]([CH:13]3[CH2:17][CH2:16][CH2:15][CH2:14]3)=[C:19]([C:20]3[CH:25]=[CH:24][CH:23]=[CH:22][N:21]=3)[N:11]2[CH3:26])=[CH:8][CH:9]=1)=[O:12], predict the reactants needed to synthesize it. (2) Given the product [N:36]1([C:33]2[CH:32]=[CH:31][C:30]([NH:29][CH:2]=[C:3]3[C:11]4[C:6](=[CH:7][C:8]([C:12]([C:14]5[CH:15]=[C:16]([NH:20][C:21]([C:23]6[S:24][CH:25]=[CH:26][CH:27]=6)=[O:22])[CH:17]=[CH:18][CH:19]=5)=[O:13])=[CH:9][CH:10]=4)[NH:5][C:4]3=[O:28])=[CH:35][CH:34]=2)[CH2:41][CH2:40][O:39][CH2:38][CH2:37]1, predict the reactants needed to synthesize it. The reactants are: O[CH:2]=[C:3]1[C:11]2[C:6](=[CH:7][C:8]([C:12]([C:14]3[CH:15]=[C:16]([NH:20][C:21]([C:23]4[S:24][CH:25]=[CH:26][CH:27]=4)=[O:22])[CH:17]=[CH:18][CH:19]=3)=[O:13])=[CH:9][CH:10]=2)[NH:5][C:4]1=[O:28].[NH2:29][C:30]1[CH:35]=[CH:34][C:33]([N:36]2[CH2:41][CH2:40][O:39][CH2:38][CH2:37]2)=[CH:32][CH:31]=1.